Dataset: Catalyst prediction with 721,799 reactions and 888 catalyst types from USPTO. Task: Predict which catalyst facilitates the given reaction. Reactant: Cl[C:2]1[N:3]=[C:4]2[CH:12]=[CH:11][N:10]=[C:9]([CH3:13])[C:5]2=[N:6][C:7]=1[Cl:8].[CH:14]1([NH2:17])[CH2:16][CH2:15]1.CCN(C(C)C)C(C)C. Product: [Cl:8][C:7]1[N:6]=[C:5]2[C:9]([CH3:13])=[N:10][CH:11]=[CH:12][C:4]2=[N:3][C:2]=1[NH:17][CH:14]1[CH2:16][CH2:15]1. The catalyst class is: 12.